This data is from Reaction yield outcomes from USPTO patents with 853,638 reactions. The task is: Predict the reaction yield, written as a fraction of the theoretical maximum amount of product (1.0 means a 100% yield; for example, 0.34 means a 34% yield). The reactants are [OH:1][N:2]1[CH2:7][CH2:6][CH2:5][CH2:4][CH2:3]1.[CH2:8]([Mg]Cl)[C:9]1[CH:14]=[CH:13][CH:12]=[CH:11][CH:10]=1.[Cl-].[NH4+]. The catalyst is ClCCl.O=[Mn]=O. The product is [CH2:8]([CH:3]1[CH2:4][CH2:5][CH2:6][CH2:7][N:2]1[OH:1])[C:9]1[CH:14]=[CH:13][CH:12]=[CH:11][CH:10]=1. The yield is 0.330.